This data is from Catalyst prediction with 721,799 reactions and 888 catalyst types from USPTO. The task is: Predict which catalyst facilitates the given reaction. (1) Reactant: [S:1]1[CH:5]=[CH:4][CH:3]=[C:2]1[CH2:6][NH:7][C:8]([C:10]1[N:11]=[C:12]2[C:17](Br)=[CH:16][C:15](C3C=CC=CC=3)=[CH:14][N:13]2[C:25]=1[Cl:26])=[O:9].[O:27]1[CH:31]=[CH:30][C:29](B(O)O)=[CH:28]1.[O-]P([O-])([O-])=O.[K+].[K+].[K+].O1CCOCC1. Product: [S:1]1[CH:5]=[CH:4][CH:3]=[C:2]1[CH2:6][NH:7][C:8]([C:10]1[N:11]=[C:12]2[C:17]([C:29]3[CH:30]=[CH:31][O:27][CH:28]=3)=[CH:16][CH:15]=[CH:14][N:13]2[C:25]=1[Cl:26])=[O:9]. The catalyst class is: 518. (2) Reactant: [CH3:1][O:2][C:3]([C:5]1[C:10]([O:11][CH2:12][C:13]2[CH:18]=[CH:17][CH:16]=[CH:15][CH:14]=2)=[C:9](Br)[CH:8]=[C:7]([Br:20])[N:6]=1)=[O:4].[N-:21]=[N+:22]=[N-:23].[Li+]. Product: [CH3:1][O:2][C:3]([C:5]1[C:10]([O:11][CH2:12][C:13]2[CH:18]=[CH:17][CH:16]=[CH:15][CH:14]=2)=[C:9]([N:21]=[N+:22]=[N-:23])[CH:8]=[C:7]([Br:20])[N:6]=1)=[O:4]. The catalyst class is: 3. (3) Reactant: [OH:1][C:2]1[CH:3]=[C:4]([CH:8]=[C:9]([OH:11])[CH:10]=1)[C:5]([OH:7])=[O:6].[C:12]([O-:15])([O-])=O.[K+].[K+].[Br:18][C:19]([CH3:24])([CH3:23])[C:20](Br)=[O:21]. Product: [Br:18][C:19]([CH3:24])([CH3:23])[C:20]([O:1][C:2]1[CH:3]=[C:4]([CH:8]=[C:9]([O:11][C:12](=[O:15])[C:19]([Br:18])([CH3:23])[CH3:20])[CH:10]=1)[C:5]([OH:7])=[O:6])=[O:21]. The catalyst class is: 666. (4) Reactant: C[Si](C)(C)[N:3]1[CH2:7][C@H:6]([O:8][Si:9]([CH3:12])([CH3:11])[CH3:10])[CH2:5][C@H:4]1[C:13]([O:15][Si:16]([CH3:19])([CH3:18])[CH3:17])=[O:14].[Cl:22][CH2:23][C:24](F)=[O:25].[Si](F)(C)(C)C. Product: [Cl:22][CH2:23][C:24]([N:3]1[CH2:7][C@H:6]([O:8][Si:9]([CH3:10])([CH3:11])[CH3:12])[CH2:5][C@H:4]1[C:13]([O:15][Si:16]([CH3:17])([CH3:18])[CH3:19])=[O:14])=[O:25]. The catalyst class is: 4. (5) Reactant: [CH3:1][C:2]([C@@H:4]1[C@@:8]2([CH3:23])[CH2:9][CH2:10][C@@H:11]3[C@@:16]4([CH3:22])[CH2:17][CH2:18][C@H:19](O)[CH2:20][C@@H:15]4[CH2:14][CH2:13][C@H:12]3[C@@H:7]2[CH2:6][CH2:5]1)=[O:3].C(N(S(F)(F)F)CC)C. Product: [CH3:1][C:2](=[O:3])[C@@H:4]1[C@:8]2([CH3:23])[C@H:7]([C@H:12]3[C@H:11]([CH2:10][CH2:9]2)[C@:16]2([CH3:22])[C@H:15]([CH2:20][CH:19]=[CH:18][CH2:17]2)[CH2:14][CH2:13]3)[CH2:6][CH2:5]1. The catalyst class is: 4. (6) Reactant: [N:1]1[CH:6]=[CH:5][CH:4]=[C:3]([CH2:7][C:8]2[CH:9]=[N:10][CH:11]=[CH:12][CH:13]=2)[CH:2]=1.[Li+].CC([N-]C(C)C)C.[CH3:22][N:23]([C:32]1[CH:33]=[N:34][CH:35]=[CH:36][CH:37]=1)[C:24]1[N:31]=[CH:30][CH:29]=[CH:28][C:25]=1[CH:26]=[O:27]. Product: [CH3:22][N:23]([C:32]1[CH:33]=[N:34][CH:35]=[CH:36][CH:37]=1)[C:24]1[C:25]([CH:26]([OH:27])[CH:7]([C:8]2[CH:9]=[N:10][CH:11]=[CH:12][CH:13]=2)[C:3]2[CH:2]=[N:1][CH:6]=[CH:5][CH:4]=2)=[CH:28][CH:29]=[CH:30][N:31]=1. The catalyst class is: 1.